Dataset: Full USPTO retrosynthesis dataset with 1.9M reactions from patents (1976-2016). Task: Predict the reactants needed to synthesize the given product. (1) The reactants are: [C:1]([NH:5][C:6](=[O:12])/[CH:7]=[CH:8]\[C:9]([OH:11])=O)([CH3:4])([CH3:3])[CH3:2].ClC(OCC)=O.C(N(CC)CC)C.C(=O)=O.C(=O)(O)[O-].[Na+]. Given the product [C:1]([N:5]=[C:6]1[O:12][C:9](=[O:11])[CH:8]=[CH:7]1)([CH3:2])([CH3:3])[CH3:4], predict the reactants needed to synthesize it. (2) Given the product [Cl:1][C:2]1[CH:18]=[C:17]([Cl:19])[CH:16]=[CH:15][C:3]=1[CH2:4][NH:5][C:6]([N:8]1[CH2:14][CH:13]2[CH:10]([CH2:11][N:12]2[S:39]([C:33]2[CH:38]=[CH:37][CH:36]=[CH:35][CH:34]=2)(=[O:41])=[O:40])[CH2:9]1)=[O:7], predict the reactants needed to synthesize it. The reactants are: [Cl:1][C:2]1[CH:18]=[C:17]([Cl:19])[CH:16]=[CH:15][C:3]=1[CH2:4][NH:5][C:6]([N:8]1[CH2:14][CH:13]2[CH:10]([CH2:11][NH:12]2)[CH2:9]1)=[O:7].C(N(CC)CC)C.N1C=CC=CC=1.[C:33]1([S:39](Cl)(=[O:41])=[O:40])[CH:38]=[CH:37][CH:36]=[CH:35][CH:34]=1. (3) Given the product [Cl:11][C:12]1[C:13]([N+:19]([O-:21])=[O:20])=[C:14]([CH:15]=[CH:16][CH:17]=1)[NH:3][C:4]1[CH:9]=[CH:8][CH:7]=[C:6]([CH3:10])[CH:5]=1, predict the reactants needed to synthesize it. The reactants are: [H-].[Na+].[NH2:3][C:4]1[CH:9]=[CH:8][CH:7]=[C:6]([CH3:10])[CH:5]=1.[Cl:11][C:12]1[CH:17]=[CH:16][CH:15]=[C:14](Cl)[C:13]=1[N+:19]([O-:21])=[O:20].Cl. (4) The reactants are: C(OC(=O)[NH:10][CH2:11][CH2:12][O:13][CH2:14][CH2:15][N:16]1[CH2:20][CH2:19][CH2:18][CH2:17]1)C1C=CC=CC=1. Given the product [N:16]1([CH2:15][CH2:14][O:13][CH2:12][CH2:11][NH2:10])[CH2:20][CH2:19][CH2:18][CH2:17]1, predict the reactants needed to synthesize it. (5) Given the product [Cl:32][CH2:21][C:18]1[CH:19]=[CH:20][C:15]([O:14][CH2:13][C:3]2[N:4]=[C:5]([C:7]3[CH:12]=[CH:11][CH:10]=[CH:9][CH:8]=3)[O:6][C:2]=2[CH3:1])=[N:16][CH:17]=1, predict the reactants needed to synthesize it. The reactants are: [CH3:1][C:2]1[O:6][C:5]([C:7]2[CH:12]=[CH:11][CH:10]=[CH:9][CH:8]=2)=[N:4][C:3]=1[CH2:13][O:14][C:15]1[CH:20]=[CH:19][C:18]([CH2:21]O)=[CH:17][N:16]=1.C1(C)C=CC=CC=1.S(Cl)([Cl:32])=O. (6) Given the product [Cl:17][CH:18]([Cl:22])[C:19]([NH:1][C:2]1[CH:7]=[CH:6][C:5]([C:8]#[N:9])=[CH:4][N:3]=1)=[O:20], predict the reactants needed to synthesize it. The reactants are: [NH2:1][C:2]1[CH:7]=[CH:6][C:5]([C:8]#[N:9])=[CH:4][N:3]=1.C(N(CC)CC)C.[Cl:17][CH:18]([Cl:22])[C:19](Cl)=[O:20]. (7) Given the product [F:1][C:2]1[CH:7]=[C:6]([F:8])[CH:5]=[CH:4][C:3]=1[NH:9][C:10]1[C:19]2[C:14](=[CH:15][C:16]([O:27][CH3:28])=[C:17]([CH:20]3[CH2:25][CH2:24][NH:23][CH2:22][CH2:21]3)[CH:18]=2)[N:13]=[CH:12][C:11]=1[C:29]([O:31][CH2:32][CH3:33])=[O:30], predict the reactants needed to synthesize it. The reactants are: [F:1][C:2]1[CH:7]=[C:6]([F:8])[CH:5]=[CH:4][C:3]=1[NH:9][C:10]1[C:19]2[C:14](=[CH:15][C:16]([O:27][CH3:28])=[C:17]([CH:20]3[CH2:25][CH2:24][N:23](C)[CH2:22][CH2:21]3)[CH:18]=2)[N:13]=[CH:12][C:11]=1[C:29]([O:31][CH2:32][CH3:33])=[O:30].ClC(OC(Cl)C)=O.C(N(CC)CC)C.